Predict the product of the given reaction. From a dataset of Forward reaction prediction with 1.9M reactions from USPTO patents (1976-2016). (1) The product is: [C:14]([C:7]1[C:6]([OH:16])=[C:5]([OH:4])[CH:10]=[C:9]([C:11]#[N:12])[C:8]=1[C:28]1[CH:33]=[CH:32][C:31]([CH2:34][C:35]([OH:37])=[O:36])=[CH:30][CH:29]=1)#[N:15]. Given the reactants C([O:4][C:5]1[CH:10]=[C:9]([C:11]#[N:12])[C:8](Br)=[C:7]([C:14]#[N:15])[C:6]=1[O:16]C(=O)C)(=O)C.CC1(C)C(C)(C)OB([C:28]2[CH:33]=[CH:32][C:31]([CH2:34][C:35]([O:37]CC)=[O:36])=[CH:30][CH:29]=2)O1, predict the reaction product. (2) Given the reactants [CH2:1]([O:8][C:9]1[CH:33]=[C:32]([OH:34])[CH:31]=[CH:30][C:10]=1[C:11]1[C:20](=[O:21])[C:19]2[C:14](=[CH:15][C:16]([O:22][CH2:23][C:24]3[CH:29]=[CH:28][CH:27]=[CH:26][CH:25]=3)=[CH:17][CH:18]=2)[O:13][CH:12]=1)[C:2]1[CH:7]=[CH:6][CH:5]=[CH:4][CH:3]=1.C(N(CC)CC)C.[CH3:42][C:43]([Si:46](Cl)([CH3:48])[CH3:47])([CH3:45])[CH3:44], predict the reaction product. The product is: [CH2:1]([O:8][C:9]1[CH:33]=[C:32]([O:34][Si:46]([C:43]([CH3:45])([CH3:44])[CH3:42])([CH3:48])[CH3:47])[CH:31]=[CH:30][C:10]=1[C:11]1[C:20](=[O:21])[C:19]2[C:14](=[CH:15][C:16]([O:22][CH2:23][C:24]3[CH:25]=[CH:26][CH:27]=[CH:28][CH:29]=3)=[CH:17][CH:18]=2)[O:13][CH:12]=1)[C:2]1[CH:3]=[CH:4][CH:5]=[CH:6][CH:7]=1.